Dataset: Peptide-MHC class I binding affinity with 185,985 pairs from IEDB/IMGT. Task: Regression. Given a peptide amino acid sequence and an MHC pseudo amino acid sequence, predict their binding affinity value. This is MHC class I binding data. (1) The peptide sequence is YTAVVPLVP. The MHC is HLA-B58:01 with pseudo-sequence HLA-B58:01. The binding affinity (normalized) is 0.0952. (2) The peptide sequence is LVQPGRSL. The MHC is HLA-B58:02 with pseudo-sequence HLA-B58:02. The binding affinity (normalized) is 0.477. (3) The peptide sequence is AFFSDLVKF. The MHC is HLA-B53:01 with pseudo-sequence HLA-B53:01. The binding affinity (normalized) is 0.213. (4) The peptide sequence is RMIAISAKV. The MHC is HLA-A02:01 with pseudo-sequence HLA-A02:01. The binding affinity (normalized) is 0.877. (5) The peptide sequence is FLNPVIYTF. The MHC is HLA-B45:06 with pseudo-sequence HLA-B45:06. The binding affinity (normalized) is 0.213. (6) The peptide sequence is NETTQALQL. The MHC is HLA-A02:01 with pseudo-sequence HLA-A02:01. The binding affinity (normalized) is 0.0847.